Dataset: Forward reaction prediction with 1.9M reactions from USPTO patents (1976-2016). Task: Predict the product of the given reaction. (1) Given the reactants [NH2:1][C:2]1[C:3]([Cl:22])=[CH:4][C:5]([F:21])=[C:6]([N:8]2[C:13](=[O:14])[CH:12]=[C:11]([C:15]([F:18])([F:17])[F:16])[N:10]([CH3:19])[C:9]2=[O:20])[CH:7]=1.C(N(CC)CC)C.[C:30](Cl)(Cl)=[S:31], predict the reaction product. The product is: [Cl:22][C:3]1[CH:4]=[C:5]([F:21])[C:6]([N:8]2[C:13](=[O:14])[CH:12]=[C:11]([C:15]([F:18])([F:17])[F:16])[N:10]([CH3:19])[C:9]2=[O:20])=[CH:7][C:2]=1[N:1]=[C:30]=[S:31]. (2) Given the reactants [F:1][C:2]1[CH:19]=[CH:18][C:5]([CH2:6][N:7]2[CH:12]=[CH:11][CH:10]=[C:9]([C:13]([O:15]C)=[O:14])[C:8]2=[O:17])=[CH:4][CH:3]=1.[OH-].[Na+], predict the reaction product. The product is: [F:1][C:2]1[CH:3]=[CH:4][C:5]([CH2:6][N:7]2[CH:12]=[CH:11][CH:10]=[C:9]([C:13]([OH:15])=[O:14])[C:8]2=[O:17])=[CH:18][CH:19]=1. (3) Given the reactants [Cl:1][C:2]1[CH:3]=[C:4]([CH2:9][S:10](Cl)(=[O:12])=[O:11])[CH:5]=[C:6]([Cl:8])[CH:7]=1.[NH2:14][C:15]1[C:16]([O:22]C)=[N:17][C:18]([Cl:21])=[CH:19][CH:20]=1, predict the reaction product. The product is: [Cl:21][C:18]1[N:17]=[C:16]([OH:22])[C:15]([NH:14][S:10]([CH2:9][C:4]2[CH:3]=[C:2]([Cl:1])[CH:7]=[C:6]([Cl:8])[CH:5]=2)(=[O:12])=[O:11])=[CH:20][CH:19]=1. (4) Given the reactants [C:1]1([N:7]2[C:11]([C:12]([O:14]CC)=[O:13])=[CH:10][N:9]=[CH:8]2)[CH:6]=[CH:5][CH:4]=[CH:3][CH:2]=1.O.[OH-].[K+], predict the reaction product. The product is: [C:1]1([N:7]2[C:11]([C:12]([OH:14])=[O:13])=[CH:10][N:9]=[CH:8]2)[CH:2]=[CH:3][CH:4]=[CH:5][CH:6]=1. (5) Given the reactants [CH3:1][N:2]1[C:10]2[C:5](=[CH:6][CH:7]=[C:8](B3OC(C)(C)C(C)(C)O3)[CH:9]=2)[C:4]([CH3:21])([CH3:20])[C:3]1=[O:22].Br[C:24]1[CH:25]=[C:26]([NH2:30])[CH:27]=[N:28][CH:29]=1, predict the reaction product. The product is: [NH2:30][C:26]1[CH:25]=[C:24]([C:8]2[CH:9]=[C:10]3[C:5]([C:4]([CH3:20])([CH3:21])[C:3](=[O:22])[N:2]3[CH3:1])=[CH:6][CH:7]=2)[CH:29]=[N:28][CH:27]=1.